Regression/Classification. Given a drug SMILES string, predict its absorption, distribution, metabolism, or excretion properties. Task type varies by dataset: regression for continuous measurements (e.g., permeability, clearance, half-life) or binary classification for categorical outcomes (e.g., BBB penetration, CYP inhibition). Dataset: rlm. From a dataset of Rat liver microsome stability data. (1) The drug is Cn1cc(Br)c(C(=O)N2CCN(CC(=O)c3ccc(F)cc3)CC2)n1. The result is 0 (unstable in rat liver microsomes). (2) The drug is Cc1cc(Br)ccc1NC(=O)C(NS(=O)(=O)c1cccs1)c1ccccc1. The result is 1 (stable in rat liver microsomes). (3) The molecule is CCN(CC)CCNC(=O)c1cc(C(CC)(CC)c2ccc(OCSc3ccccc3)c(C)c2)cn1CC. The result is 0 (unstable in rat liver microsomes). (4) The drug is O=C(NCCCn1ccnc1)c1ccc(-c2ncc3cnc(-c4cccc(F)c4)cn23)cc1. The result is 1 (stable in rat liver microsomes). (5) The compound is Cc1c2c(n3c1CCCN1CCCC[C@@H]1CNc1cc-3ccc1C(N)=O)CC(C)(C)CC2=O. The result is 1 (stable in rat liver microsomes). (6) The molecule is COc1ccc(NC(=O)c2cccc(-c3nc(NC(P(=O)(O)O)P(=O)(O)O)c4ccsc4n3)c2)cc1F. The result is 0 (unstable in rat liver microsomes). (7) The compound is O=C(Cc1ccc(-c2csc(Nc3ccc(F)cc3)n2)s1)N1CCOCC1. The result is 0 (unstable in rat liver microsomes). (8) The drug is Cc1c(Nc2c(C#N)cncc2C=Cc2cc(CN3CCN(C)CC3)ccn2)ccc2[nH]ccc12. The result is 1 (stable in rat liver microsomes). (9) The compound is Cc1cccc(C)c1NC(=O)Nc1cc2ccccc2cc1C(=O)N[C@@H](CC(=O)O)C(=O)O. The result is 0 (unstable in rat liver microsomes). (10) The molecule is O=C(O)Cc1ccc2oc(-c3ccc(NC(=O)C=Cc4ccc(Br)cc4)c(F)c3)nc2c1. The result is 0 (unstable in rat liver microsomes).